Dataset: TCR-epitope binding with 47,182 pairs between 192 epitopes and 23,139 TCRs. Task: Binary Classification. Given a T-cell receptor sequence (or CDR3 region) and an epitope sequence, predict whether binding occurs between them. (1) The TCR CDR3 sequence is CSVEDLIGNTGELFF. The epitope is FLPRVFSAV. Result: 1 (the TCR binds to the epitope). (2) The epitope is ELAGIGILTV. The TCR CDR3 sequence is CASRQGLAGSDQETQYF. Result: 0 (the TCR does not bind to the epitope). (3) The epitope is LLWNGPMAV. The TCR CDR3 sequence is CSAPARSEPYEQYF. Result: 0 (the TCR does not bind to the epitope). (4) The epitope is AYILFTRFFYV. The TCR CDR3 sequence is CASSWTGEGQFF. Result: 1 (the TCR binds to the epitope). (5) The epitope is GLIYNRMGAVTTEV. The TCR CDR3 sequence is CASSQEGTGGGNTEAFF. Result: 1 (the TCR binds to the epitope). (6) The epitope is TPRVTGGGAM. The TCR CDR3 sequence is CASSVGGGREQFF. Result: 0 (the TCR does not bind to the epitope). (7) The epitope is KLWAQCVQL. The TCR CDR3 sequence is CASSLSKDRSYNEQFF. Result: 1 (the TCR binds to the epitope). (8) The epitope is ELAGIGILTV. The TCR CDR3 sequence is CASSRADLSYEQYF. Result: 0 (the TCR does not bind to the epitope). (9) Result: 0 (the TCR does not bind to the epitope). The epitope is QARQMVQAMRTIGTHP. The TCR CDR3 sequence is CASSKTDTQYF.